Dataset: Forward reaction prediction with 1.9M reactions from USPTO patents (1976-2016). Task: Predict the product of the given reaction. Given the reactants Br[C:2]1[CH:3]=[C:4]2[N:10]=[C:9]([C:11]3[CH:16]=[CH:15][CH:14]=[CH:13][C:12]=3[S:17][CH2:18][CH3:19])[N:8]([CH3:20])[C:5]2=[N:6][CH:7]=1.C1C[O:24][CH2:23]C1.C([Li])CCC.[Cl-].[NH4+], predict the reaction product. The product is: [CH2:18]([S:17][C:12]1[CH:13]=[CH:14][CH:15]=[CH:16][C:11]=1[C:9]1[N:8]([CH3:20])[C:5]2=[N:6][CH:7]=[C:2]([CH:23]=[O:24])[CH:3]=[C:4]2[N:10]=1)[CH3:19].